Dataset: Forward reaction prediction with 1.9M reactions from USPTO patents (1976-2016). Task: Predict the product of the given reaction. (1) The product is: [F:1][C:2]1[CH:3]=[CH:4][C:5]([N:8]2[C:11](=[O:12])[C@H:10]([S:13][CH2:14][CH:15]([C:17]3[CH:22]=[CH:21][C:20]([F:23])=[CH:19][CH:18]=3)[OH:16])[C@H:9]2[C:24]2[CH:25]=[CH:26][C:27]([O:28][CH2:29][C:30]([NH:32][CH2:33][C:34]([NH:74][C@@H:73]([C:75]([OH:77])=[O:76])[CH2:72][C:68]([CH3:71])([CH3:70])[CH3:69])=[O:35])=[O:31])=[CH:37][CH:38]=2)=[CH:6][CH:7]=1. Given the reactants [F:1][C:2]1[CH:7]=[CH:6][C:5]([N:8]2[C:11](=[O:12])[C@H:10]([S:13][CH2:14][C:15]([C:17]3[CH:22]=[CH:21][C:20]([F:23])=[CH:19][CH:18]=3)=[O:16])[C@H:9]2[C:24]2[CH:38]=[CH:37][C:27]([O:28][CH2:29][C:30]([NH:32][CH2:33][C:34](O)=[O:35])=[O:31])=[CH:26][CH:25]=2)=[CH:4][CH:3]=1.CN1CCOCC1.CN(C(ON1N=NC2C=CC=CC1=2)=[N+](C)C)C.[B-](F)(F)(F)F.[C:68]([CH2:72][C@H:73]([C:75]([OH:77])=[O:76])[NH2:74])([CH3:71])([CH3:70])[CH3:69].[BH4-].[Na+], predict the reaction product. (2) Given the reactants [OH-].[Na+].[CH3:3][C@H:4]1[O:9][C@@H:8]([CH3:10])[CH2:7][N:6]([CH2:11][C:12]2[O:16][C:15]([C:17]3[CH:25]=[C:24]([C:26]4[CH:27]=[C:28]([NH:34][S:35]([C:38]5[CH:43]=[CH:42][C:41]([F:44])=[CH:40][C:39]=5[F:45])(=[O:37])=[O:36])[C:29]([O:32][CH3:33])=[N:30][CH:31]=4)[CH:23]=[C:22]4[C:18]=3[CH:19]=[N:20][N:21]4S(C3C=CC=CC=3)(=O)=O)=[N:14][N:13]=2)[CH2:5]1, predict the reaction product. The product is: [CH3:10][C@H:8]1[O:9][C@@H:4]([CH3:3])[CH2:5][N:6]([CH2:11][C:12]2[O:16][C:15]([C:17]3[CH:25]=[C:24]([C:26]4[CH:27]=[C:28]([NH:34][S:35]([C:38]5[CH:43]=[CH:42][C:41]([F:44])=[CH:40][C:39]=5[F:45])(=[O:36])=[O:37])[C:29]([O:32][CH3:33])=[N:30][CH:31]=4)[CH:23]=[C:22]4[C:18]=3[CH:19]=[N:20][NH:21]4)=[N:14][N:13]=2)[CH2:7]1. (3) The product is: [O:8]=[C:5]1[C:4]2[CH:9]=[C:10]([C:12]3[CH:17]=[CH:16][CH:15]=[CH:14][CH:13]=3)[O:11][C:3]=2[C:2]([C:18]#[N:19])=[CH:7][NH:6]1. Given the reactants Br[C:2]1[C:3]2[O:11][C:10]([C:12]3[CH:17]=[CH:16][CH:15]=[CH:14][CH:13]=3)=[CH:9][C:4]=2[C:5](=[O:8])[NH:6][CH:7]=1.[C:18]([Cu])#[N:19], predict the reaction product.